Dataset: Forward reaction prediction with 1.9M reactions from USPTO patents (1976-2016). Task: Predict the product of the given reaction. (1) Given the reactants [CH:1]([C:3]1[CH:8]=[CH:7][N:6]2[C:9]([C:12]3[CH:13]=[C:14]([NH:18][C:19]([NH:21][CH2:22][C:23]([F:26])([F:25])[F:24])=[O:20])[CH:15]=[CH:16][CH:17]=3)=[CH:10][N:11]=[C:5]2[CH:4]=1)=O.Cl.[NH2:28][OH:29].C(N(CC)CC)C.CC1C=CC(S(O)(=O)=O)=CC=1, predict the reaction product. The product is: [OH:29][N:28]=[CH:1][C:3]1[CH:8]=[CH:7][N:6]2[C:9]([C:12]3[CH:13]=[C:14]([NH:18][C:19]([NH:21][CH2:22][C:23]([F:26])([F:25])[F:24])=[O:20])[CH:15]=[CH:16][CH:17]=3)=[CH:10][N:11]=[C:5]2[CH:4]=1. (2) Given the reactants Br[C:2]1[CH:7]=[CH:6][C:5]([CH2:8][C:9]([O:11][CH3:12])=[O:10])=[C:4]([O:13][CH2:14][C:15]2[CH:16]=[C:17]([C:21]3[CH:26]=[CH:25][CH:24]=[C:23]([CH2:27][NH:28][C:29]([O:31][C:32]([CH3:35])([CH3:34])[CH3:33])=[O:30])[CH:22]=3)[CH:18]=[CH:19][CH:20]=2)[CH:3]=1.[CH2:36](B(O)O)[CH3:37].C(Cl)Cl.C([O-])(O)=O.[Na+], predict the reaction product. The product is: [C:32]([O:31][C:29]([NH:28][CH2:27][C:23]1[CH:22]=[C:21]([C:17]2[CH:18]=[CH:19][CH:20]=[C:15]([CH2:14][O:13][C:4]3[CH:3]=[C:2]([CH2:36][CH3:37])[CH:7]=[CH:6][C:5]=3[CH2:8][C:9]([O:11][CH3:12])=[O:10])[CH:16]=2)[CH:26]=[CH:25][CH:24]=1)=[O:30])([CH3:35])([CH3:33])[CH3:34].